Dataset: Catalyst prediction with 721,799 reactions and 888 catalyst types from USPTO. Task: Predict which catalyst facilitates the given reaction. (1) Reactant: [Br:1][C:2]1[CH:3]=[C:4]([C:8]2[N:9]=[C:10]3[C:15]([CH3:16])=[C:14]([CH3:17])[C:13]([C:18]([O:20]C(C)(C)C)=[O:19])=[C:12]([Cl:25])[N:11]3[CH:26]=2)[CH:5]=[CH:6][CH:7]=1. Product: [Br:1][C:2]1[CH:3]=[C:4]([C:8]2[N:9]=[C:10]3[C:15]([CH3:16])=[C:14]([CH3:17])[C:13]([C:18]([OH:20])=[O:19])=[C:12]([Cl:25])[N:11]3[CH:26]=2)[CH:5]=[CH:6][CH:7]=1. The catalyst class is: 67. (2) Reactant: C[O:2][C:3](=[O:30])[CH2:4][C:5]1[CH:10]=[CH:9][C:8]([C:11]#[C:12][C:13]2[CH:18]=[C:17]([C:19]([CH3:22])([CH3:21])[CH3:20])[C:16]([O:23][CH:24]([CH3:26])[CH3:25])=[C:15]([C:27]#[CH:28])[C:14]=2[CH3:29])=[CH:7][CH:6]=1.[OH-].[Li+]. Product: [C:19]([C:17]1[C:16]([O:23][CH:24]([CH3:26])[CH3:25])=[C:15]([C:27]#[CH:28])[C:14]([CH3:29])=[C:13]([C:12]#[C:11][C:8]2[CH:7]=[CH:6][C:5]([CH2:4][C:3]([OH:30])=[O:2])=[CH:10][CH:9]=2)[CH:18]=1)([CH3:20])([CH3:22])[CH3:21]. The catalyst class is: 111. (3) Reactant: [F:1][CH:2]([F:31])[C:3]1[C:8]([C:9]([O:11][CH3:12])=[O:10])=[C:7]([NH:13][CH:14]([CH3:16])[CH3:15])[C:6]([C:17]([O:19]CC2C=CC=CC=2)=[O:18])=[C:5]([C:27]([F:30])([F:29])[F:28])[N:4]=1.C1COCC1. Product: [F:31][CH:2]([F:1])[C:3]1[C:8]([C:9]([O:11][CH3:12])=[O:10])=[C:7]([NH:13][CH:14]([CH3:16])[CH3:15])[C:6]([C:17]([OH:19])=[O:18])=[C:5]([C:27]([F:30])([F:28])[F:29])[N:4]=1. The catalyst class is: 19. (4) Reactant: C[Si](C)(C)[N-][Si](C)(C)C.[Li+].[C:11]([O:15][C:16]([N:18]1[CH2:23][CH2:22][CH:21]([CH:24]=O)[CH2:20][CH2:19]1)=[O:17])([CH3:14])([CH3:13])[CH3:12].Br[CH2:27][C:28]1[CH:33]=[C:32]([F:34])[CH:31]=[CH:30][C:29]=1[F:35].[Li].[Cl-].[NH4+:38]. Product: [C:11]([O:15][C:16]([N:18]1[CH2:23][CH2:22][CH:21]([CH:24]([NH2:38])[CH2:27][C:28]2[CH:33]=[C:32]([F:34])[CH:31]=[CH:30][C:29]=2[F:35])[CH2:20][CH2:19]1)=[O:17])([CH3:14])([CH3:13])[CH3:12]. The catalyst class is: 27. (5) Reactant: [Cl:1][C:2]1[CH:14]=[CH:13][C:5]([O:6][C:7]([CH3:12])([CH3:11])[C:8]([OH:10])=O)=[CH:4][CH:3]=1.CN([P+](ON1N=NC2C=CC=CC1=2)(N(C)C)N(C)C)C.F[P-](F)(F)(F)(F)F.[C@]12(CS(O)(=O)=O)C(C)(C)C(CC1)CC2=O.[NH:57]1[CH2:61][CH2:60][C@@:59]2([C:65]3[CH:66]=[CH:67][CH:68]=[CH:69][C:64]=3[C:63](=[O:70])[O:62]2)[CH2:58]1.C(N(CC)C(C)C)(C)C.C(=O)(O)[O-].[Na+]. Product: [Cl:1][C:2]1[CH:3]=[CH:4][C:5]([O:6][C:7]([CH3:12])([CH3:11])[C:8]([N:57]2[CH2:61][CH2:60][C@@:59]3([C:65]4[CH:66]=[CH:67][CH:68]=[CH:69][C:64]=4[C:63](=[O:70])[O:62]3)[CH2:58]2)=[O:10])=[CH:13][CH:14]=1. The catalyst class is: 3. (6) Reactant: [F:1][C:2]1[CH:7]=[C:6]([C:8](=[N:17][OH:18])[C:9]([C:11]2[CH:12]=[N:13][CH:14]=[CH:15][CH:16]=2)=O)[CH:5]=[CH:4][N:3]=1.[CH3:19][C:20]([CH:23]=O)([CH3:22])[CH3:21].C([O-])(=O)C.[NH4+:29]. Product: [C:20]([C:23]1[N:17]([OH:18])[C:8]([C:6]2[CH:5]=[CH:4][N:3]=[C:2]([F:1])[CH:7]=2)=[C:9]([C:11]2[CH:12]=[N:13][CH:14]=[CH:15][CH:16]=2)[N:29]=1)([CH3:22])([CH3:21])[CH3:19]. The catalyst class is: 15.